Dataset: Reaction yield outcomes from USPTO patents with 853,638 reactions. Task: Predict the reaction yield, written as a fraction of the theoretical maximum amount of product (1.0 means a 100% yield; for example, 0.34 means a 34% yield). (1) The reactants are CS([O:5][CH:6]1[CH2:9][N:8]([C:10]([C:12]2[O:13][C:14]([C:17]3[CH:22]=[CH:21][C:20]([O:23][CH3:24])=[CH:19][CH:18]=3)=[N:15][N:16]=2)=[O:11])[CH2:7]1)(=O)=O.[Cl:25][C:26]1[CH:27]=[C:28]([CH:31]=[CH:32][C:33]=1O)[CH:29]=[O:30]. No catalyst specified. The product is [Cl:25][C:26]1[CH:27]=[C:28]([CH:31]=[CH:32][C:33]=1[O:5][CH:6]1[CH2:9][N:8]([C:10]([C:12]2[O:13][C:14]([C:17]3[CH:22]=[CH:21][C:20]([O:23][CH3:24])=[CH:19][CH:18]=3)=[N:15][N:16]=2)=[O:11])[CH2:7]1)[CH:29]=[O:30]. The yield is 0.150. (2) The reactants are [F:1][CH:2]([F:13])[O:3][C:4]1[CH:11]=[CH:10][C:7]([CH:8]=[O:9])=[CH:6][C:5]=1[OH:12].C(=O)([O-])[O-].[K+].[K+].BrC[CH2:22][CH:23]1[CH2:25][CH2:24]1. The catalyst is CN(C)C=O. The product is [CH:23]1([CH2:22][O:12][C:5]2[CH:6]=[C:7]([CH:10]=[CH:11][C:4]=2[O:3][CH:2]([F:13])[F:1])[CH:8]=[O:9])[CH2:25][CH2:24]1. The yield is 1.00. (3) The reactants are [CH3:1][C:2]1[C:6]2[C:7](=[O:19])[N:8]([CH2:11][CH2:12][N:13]3[CH2:18][CH2:17][O:16][CH2:15][CH2:14]3)[CH2:9][CH2:10][C:5]=2[NH:4][C:3]=1[CH:20]=O.[Cl:22][C:23]1[CH:24]=[C:25]2[C:29](=[CH:30][CH:31]=1)[NH:28][C:27](=[O:32])[CH2:26]2. No catalyst specified. The product is [Cl:22][C:23]1[CH:24]=[C:25]2[C:29](=[CH:30][CH:31]=1)[NH:28][C:27](=[O:32])[C:26]2=[CH:20][C:3]1[NH:4][C:5]2[CH2:10][CH2:9][N:8]([CH2:11][CH2:12][N:13]3[CH2:14][CH2:15][O:16][CH2:17][CH2:18]3)[C:7](=[O:19])[C:6]=2[C:2]=1[CH3:1]. The yield is 0.388.